From a dataset of Peptide-MHC class I binding affinity with 185,985 pairs from IEDB/IMGT. Regression. Given a peptide amino acid sequence and an MHC pseudo amino acid sequence, predict their binding affinity value. This is MHC class I binding data. (1) The peptide sequence is AIDFLLRRW. The MHC is HLA-A02:01 with pseudo-sequence HLA-A02:01. The binding affinity (normalized) is 0. (2) The peptide sequence is FQPQGGQFI. The MHC is H-2-Db with pseudo-sequence H-2-Db. The binding affinity (normalized) is 0.240. (3) The peptide sequence is VIYRGVNFA. The MHC is HLA-A11:01 with pseudo-sequence HLA-A11:01. The binding affinity (normalized) is 0.0638. (4) The peptide sequence is RLEDVFAGK. The MHC is HLA-A31:01 with pseudo-sequence HLA-A31:01. The binding affinity (normalized) is 0.388. (5) The peptide sequence is RTDNGGWAH. The MHC is HLA-A02:03 with pseudo-sequence HLA-A02:03. The binding affinity (normalized) is 0.0847. (6) The peptide sequence is VLMGGVPGV. The MHC is HLA-A26:01 with pseudo-sequence HLA-A26:01. The binding affinity (normalized) is 0.0847. (7) The binding affinity (normalized) is 0.421. The peptide sequence is NEKVAGFAKF. The MHC is HLA-B44:03 with pseudo-sequence HLA-B44:03. (8) The peptide sequence is MRNTIMASK. The MHC is HLA-A03:01 with pseudo-sequence HLA-A03:01. The binding affinity (normalized) is 0.0847. (9) The peptide sequence is CKNFLKQVY. The MHC is HLA-A01:01 with pseudo-sequence HLA-A01:01. The binding affinity (normalized) is 0.188. (10) The peptide sequence is RRFDTFKAF. The MHC is HLA-B27:05 with pseudo-sequence HLA-B27:05. The binding affinity (normalized) is 0.661.